This data is from Peptide-MHC class II binding affinity with 134,281 pairs from IEDB. The task is: Regression. Given a peptide amino acid sequence and an MHC pseudo amino acid sequence, predict their binding affinity value. This is MHC class II binding data. (1) The peptide sequence is EGTVDFIFGEARSLY. The MHC is DRB1_0901 with pseudo-sequence DRB1_0901. The binding affinity (normalized) is 0.796. (2) The peptide sequence is GKANRGKMDVSGVQA. The MHC is DRB5_0101 with pseudo-sequence DRB5_0101. The binding affinity (normalized) is 0. (3) The peptide sequence is KRFFLPVFSDEVLAG. The MHC is DRB5_0101 with pseudo-sequence DRB5_0101. The binding affinity (normalized) is 0.665. (4) The peptide sequence is SGTVDFDEFMEMMTG. The MHC is DRB1_0701 with pseudo-sequence DRB1_0701. The binding affinity (normalized) is 0. (5) The peptide sequence is QEVEFIGYGKATLECKK. The MHC is HLA-DQA10103-DQB10603 with pseudo-sequence HLA-DQA10103-DQB10603. The binding affinity (normalized) is 0. (6) The peptide sequence is LDLAVNAAVDAGIHF. The MHC is DRB1_0802 with pseudo-sequence DRB1_0802. The binding affinity (normalized) is 0.547.